This data is from Catalyst prediction with 721,799 reactions and 888 catalyst types from USPTO. The task is: Predict which catalyst facilitates the given reaction. (1) Product: [CH2:14]([O:13][C:10]1[CH:9]=[CH:8][N:7]=[C:6]([CH2:5][S:20][C:21]2[NH:25][C:24]3[CH:26]=[CH:27][CH:28]=[CH:29][C:23]=3[N:22]=2)[C:11]=1[CH3:12])[CH3:15]. Reactant: C(O[CH2:5][C:6]1[C:11]([CH3:12])=[C:10]([O:13][CH2:14][CH3:15])[CH:9]=[CH:8][N:7]=1)(=O)C.S(Cl)(Cl)=O.[SH:20][C:21]1[NH:22][C:23]2[CH:29]=[CH:28][CH:27]=[CH:26][C:24]=2[N:25]=1.C[O-].[Na+]. The catalyst class is: 147. (2) Reactant: FC(F)(F)[C:3]([C:5]1[C:13]2[C:8](=[C:9]([CH3:14])[CH:10]=[CH:11][CH:12]=2)[N:7]([CH2:15][CH2:16][N:17]2[CH2:22][CH2:21][O:20][CH2:19][CH2:18]2)[CH:6]=1)=[O:4].[OH-:25].[Na+].Cl. Product: [CH3:14][C:9]1[CH:10]=[CH:11][CH:12]=[C:13]2[C:8]=1[N:7]([CH2:15][CH2:16][N:17]1[CH2:18][CH2:19][O:20][CH2:21][CH2:22]1)[CH:6]=[C:5]2[C:3]([OH:25])=[O:4]. The catalyst class is: 6. (3) Reactant: C([O:3][C:4]([C@H:6]1[C@H:8]([C:9](=[O:33])[NH:10][CH:11]([CH2:27][C:28]2[N:29]=[CH:30][NH:31][CH:32]=2)[C:12]([NH:14][C:15]2[S:16][CH:17]=[C:18]([C:20]3[CH:25]=[CH:24][C:23]([F:26])=[CH:22][CH:21]=3)[N:19]=2)=[O:13])[O:7]1)=[O:5])C.[Li+].[OH-]. Product: [F:26][C:23]1[CH:22]=[CH:21][C:20]([C:18]2[N:19]=[C:15]([NH:14][C:12](=[O:13])[C@@H:11]([NH:10][C:9]([C@@H:8]3[O:7][C@H:6]3[C:4]([OH:5])=[O:3])=[O:33])[CH2:27][C:28]3[N:29]=[CH:30][NH:31][CH:32]=3)[S:16][CH:17]=2)=[CH:25][CH:24]=1. The catalyst class is: 87. (4) Reactant: Cl[C:2]1[N:10]=[C:9]2[C:5]([N:6]=[CH:7][N:8]2[CH:11]2[CH2:16][CH2:15][CH2:14][CH2:13][O:12]2)=[C:4]([NH:17][CH2:18][CH:19]([C:26]2[CH:31]=[CH:30][CH:29]=[CH:28][CH:27]=2)[C:20]2[CH:25]=[CH:24][CH:23]=[CH:22][CH:21]=2)[N:3]=1.CN(C)C=O.[CH3:37][S-:38].[Na+]. Product: [C:20]1([CH:19]([C:26]2[CH:31]=[CH:30][CH:29]=[CH:28][CH:27]=2)[CH2:18][NH:17][C:4]2[N:3]=[C:2]([S:38][CH3:37])[N:10]=[C:9]3[C:5]=2[N:6]=[CH:7][N:8]3[CH:11]2[CH2:16][CH2:15][CH2:14][CH2:13][O:12]2)[CH:25]=[CH:24][CH:23]=[CH:22][CH:21]=1. The catalyst class is: 6. (5) Reactant: [CH3:1][O:2][C@@H:3]1[C@H:9]2[O:10][CH2:11][C@@H:12]([OH:13])[C@H:8]2[O:7][C@H:4]1[O:5][CH3:6].N1C=CC=CC=1.[CH3:20][S:21](Cl)(=[O:23])=[O:22]. Product: [CH3:1][O:2][C@@H:3]1[C@H:9]2[O:10][CH2:11][C@@H:12]([O:13][S:21]([CH3:20])(=[O:23])=[O:22])[C@H:8]2[O:7][C@H:4]1[O:5][CH3:6]. The catalyst class is: 4. (6) Reactant: [Cl:1][C:2]1[CH:7]=[CH:6][C:5]([CH:8]2[CH2:13][C:12](=[O:14])[NH:11][C:10]([CH3:15])=[C:9]2[C:16]([OH:18])=O)=[C:4]([F:19])[CH:3]=1.[NH2:20][C:21]1[CH:22]=[C:23]2[C:27](=[C:28]([Cl:30])[CH:29]=1)[NH:26][N:25]=[CH:24]2.C(Cl)CCl.CCN(CC)CC. Product: [Cl:1][C:2]1[CH:7]=[CH:6][C:5]([CH:8]2[CH2:13][C:12](=[O:14])[NH:11][C:10]([CH3:15])=[C:9]2[C:16]([NH:20][C:21]2[CH:22]=[C:23]3[C:27](=[C:28]([Cl:30])[CH:29]=2)[NH:26][N:25]=[CH:24]3)=[O:18])=[C:4]([F:19])[CH:3]=1. The catalyst class is: 861. (7) Reactant: [CH2:1](Cl)[C:2]1[CH:7]=[CH:6][CH:5]=[CH:4][CH:3]=1.[Cl:9][C:10]1[CH:15]=[CH:14][N:13]=[C:12]([C:16]2[CH:21]=[CH:20][N:19]=[CH:18][CH:17]=2)[N:11]=1.[BH4-].[Na+].O. Product: [CH2:1]([N:19]1[CH2:18][CH:17]=[C:16]([C:12]2[N:11]=[C:10]([Cl:9])[CH:15]=[CH:14][N:13]=2)[CH2:21][CH2:20]1)[C:2]1[CH:7]=[CH:6][CH:5]=[CH:4][CH:3]=1. The catalyst class is: 210. (8) Reactant: [OH-].[Na+:2].[CH2:3]([C:5]1[CH:34]=[C:33]([C:35]2[CH:40]=[CH:39][C:38]([F:41])=[CH:37][CH:36]=2)[C:32]([OH:42])=[CH:31][C:6]=1[O:7][CH2:8][CH2:9][CH2:10][O:11][C:12]1[C:13]([CH2:28][CH2:29][CH3:30])=[C:14]([NH:18][C:19](=[O:27])[CH2:20][C:21]([CH3:26])([CH3:25])[C:22]([OH:24])=[O:23])[CH:15]=[CH:16][CH:17]=1)[CH3:4].O. Product: [CH2:3]([C:5]1[CH:34]=[C:33]([C:35]2[CH:36]=[CH:37][C:38]([F:41])=[CH:39][CH:40]=2)[C:32]([OH:42])=[CH:31][C:6]=1[O:7][CH2:8][CH2:9][CH2:10][O:11][C:12]1[C:13]([CH2:28][CH2:29][CH3:30])=[C:14]([NH:18][C:19](=[O:27])[CH2:20][C:21]([CH3:26])([CH3:25])[C:22]([O-:24])=[O:23])[CH:15]=[CH:16][CH:17]=1)[CH3:4].[Na+:2]. The catalyst class is: 1. (9) Reactant: [C:1]([O:5][C:6]([N:8]1[C:16]2[C:11](=[CH:12][C:13]([N+:17]([O-])=O)=[CH:14][CH:15]=2)[CH:10]=[N:9]1)=[O:7])([CH3:4])([CH3:3])[CH3:2].CC(=O)O[CH2:23][CH3:24]. Product: [C:1]([O:5][C:6]([N:8]1[C:16]2[C:11](=[CH:12][C:13]([NH:17][CH:24]3[CH2:23][CH2:15][CH2:16][NH:8][CH2:6]3)=[CH:14][CH:15]=2)[CH:10]=[N:9]1)=[O:7])([CH3:4])([CH3:3])[CH3:2]. The catalyst class is: 123. (10) Reactant: [CH2:1]([Li])[CH2:2][CH2:3][CH3:4].[O:6]1[C:10]2(CCC(=O)[CH2:12][CH2:11]2)[O:9][CH2:8][CH2:7]1. Product: [CH2:4]=[C:3]1[CH2:12][CH2:11][C:10]2([O:9][CH2:8][CH2:7][O:6]2)[CH2:1][CH2:2]1. The catalyst class is: 307.